Dataset: Full USPTO retrosynthesis dataset with 1.9M reactions from patents (1976-2016). Task: Predict the reactants needed to synthesize the given product. (1) Given the product [CH:1]1([N:4]2[CH2:9][CH2:8][CH:7]([C:10]3[CH:11]=[C:12]([CH:13]=[C:14]([C:16]([F:19])([F:17])[F:18])[CH:15]=3)[NH2:20])[CH2:6][CH2:5]2)[CH2:2][CH2:3]1, predict the reactants needed to synthesize it. The reactants are: [CH:1]1([N:4]2[CH2:9][CH:8]=[C:7]([C:10]3[CH:15]=[C:14]([C:16]([F:19])([F:18])[F:17])[CH:13]=[C:12]([N+:20]([O-])=O)[CH:11]=3)[CH2:6][CH2:5]2)[CH2:3][CH2:2]1. (2) Given the product [NH2:11][C:10]1[C:12]2[CH:4]([C:3]3[CH:6]=[CH:7][CH:8]=[CH:9][C:2]=3[F:1])[C:25]([C:24](=[O:30])[CH2:23][CH3:22])=[C:26]([CH2:27][CH3:28])[NH:15][C:13]=2[S:14][C:32]=1[C:33](=[O:34])[C:35]1[CH:40]=[CH:39][C:38]([F:41])=[C:37]([F:42])[CH:36]=1, predict the reactants needed to synthesize it. The reactants are: [F:1][C:2]1[CH:9]=[CH:8][CH:7]=[CH:6][C:3]=1[CH:4]=O.[C:10]([CH2:12][C:13]([NH2:15])=[S:14])#[N:11].N1CCCCC1.[CH3:22][CH2:23][C:24](=[O:30])[CH2:25][C:26](=O)[CH2:27][CH3:28].Br[CH2:32][C:33]([C:35]1[CH:40]=[CH:39][C:38]([F:41])=[C:37]([F:42])[CH:36]=1)=[O:34].C(=O)([O-])[O-].[K+].[K+]. (3) Given the product [CH3:1][N:2]1[CH2:15][CH2:14][C:5]2[N:6]([CH2:26][CH2:25][C:22]3[CH:21]=[N:20][C:19]([CH3:18])=[N:24][CH:23]=3)[C:7]3[CH:8]=[CH:9][C:10]([CH3:13])=[CH:11][C:12]=3[C:4]=2[CH2:3]1, predict the reactants needed to synthesize it. The reactants are: [CH3:1][N:2]1[CH2:15][CH2:14][C:5]2[NH:6][C:7]3[CH:8]=[CH:9][C:10]([CH3:13])=[CH:11][C:12]=3[C:4]=2[CH2:3]1.[OH-].[K+].[CH3:18][C:19]1[N:24]=[CH:23][C:22]([CH:25]=[CH2:26])=[CH:21][N:20]=1. (4) Given the product [F:1][C:2]1[CH:28]=[CH:27][C:5]([CH2:6][N:7]2[C:11]3=[CH:12][N:13]=[C:14]([C:16]([N:38]([OH:39])[CH3:37])=[O:17])[CH:15]=[C:10]3[C:9]([CH2:19][N:20]3[CH2:25][CH2:24][NH:23][C:22](=[O:26])[CH2:21]3)=[CH:8]2)=[CH:4][CH:3]=1, predict the reactants needed to synthesize it. The reactants are: [F:1][C:2]1[CH:28]=[CH:27][C:5]([CH2:6][N:7]2[C:11]3=[CH:12][N:13]=[C:14]([C:16](O)=[O:17])[CH:15]=[C:10]3[C:9]([CH2:19][N:20]3[CH2:25][CH2:24][NH:23][C:22](=[O:26])[CH2:21]3)=[CH:8]2)=[CH:4][CH:3]=1.CN1CCOCC1.Cl.[CH3:37][NH:38][OH:39].C(=O)(O)[O-].[Na+]. (5) The reactants are: [CH:1]1([N:4]2[C:13]3[C:8](=[C:9]([NH:26]CC4C=CC(OC)=CC=4)[C:10]([F:25])=[C:11]([NH:15][CH2:16][CH2:17][NH:18][C:19]4[CH:24]=[CH:23][CH:22]=[CH:21][N:20]=4)[C:12]=3[F:14])[C:7](=[O:36])[CH:6]=[C:5]2[C:37]([O:39][CH2:40][CH3:41])=[O:38])[CH2:3][CH2:2]1.FC(F)(F)C(O)=O. Given the product [NH2:26][C:9]1[C:10]([F:25])=[C:11]([NH:15][CH2:16][CH2:17][NH:18][C:19]2[CH:24]=[CH:23][CH:22]=[CH:21][N:20]=2)[C:12]([F:14])=[C:13]2[C:8]=1[C:7](=[O:36])[CH:6]=[C:5]([C:37]([O:39][CH2:40][CH3:41])=[O:38])[N:4]2[CH:1]1[CH2:2][CH2:3]1, predict the reactants needed to synthesize it. (6) The reactants are: [NH2:1][C:2]([C:4]1[CH:5]=[N:6][C:7]2[C:12]([C:13]=1[NH:14][C:15]1[CH:16]=[C:17]([CH:22]=[C:23]([NH:25][S:26]([C:29]([F:32])([F:31])[F:30])(=[O:28])=[O:27])[CH:24]=1)[C:18]([O:20]C)=[O:19])=[CH:11][CH:10]=[C:9]([C:33]1[C:34]([O:41][CH3:42])=[N:35][C:36]([O:39][CH3:40])=[N:37][CH:38]=1)[CH:8]=2)=[O:3].[OH-].[Na+]. Given the product [NH2:1][C:2]([C:4]1[CH:5]=[N:6][C:7]2[C:12]([C:13]=1[NH:14][C:15]1[CH:16]=[C:17]([CH:22]=[C:23]([NH:25][S:26]([C:29]([F:32])([F:30])[F:31])(=[O:28])=[O:27])[CH:24]=1)[C:18]([OH:20])=[O:19])=[CH:11][CH:10]=[C:9]([C:33]1[C:34]([O:41][CH3:42])=[N:35][C:36]([O:39][CH3:40])=[N:37][CH:38]=1)[CH:8]=2)=[O:3], predict the reactants needed to synthesize it. (7) Given the product [Cl:14][C:15]1[CH:20]=[CH:19][CH:18]=[CH:17][C:16]=1[C@H:21]([O:1][C:2]1[CH:6]=[C:5]([N+:7]([O-:9])=[O:8])[S:4][C:3]=1[C:10]([O:12][CH3:13])=[O:11])[CH3:22], predict the reactants needed to synthesize it. The reactants are: [OH:1][C:2]1[CH:6]=[C:5]([N+:7]([O-:9])=[O:8])[S:4][C:3]=1[C:10]([O:12][CH3:13])=[O:11].[Cl:14][C:15]1[CH:20]=[CH:19][CH:18]=[CH:17][C:16]=1[C@@H:21](O)[CH3:22]. (8) The reactants are: Cl[C:2]1[N:7]=[C:6]([O:8][CH3:9])[C:5]([N+:10]([O-:12])=[O:11])=[CH:4][CH:3]=1.[NH:13]1[CH2:18][CH2:17][O:16][CH2:15][CH2:14]1.C(N(CC)CC)C. Given the product [CH3:9][O:8][C:6]1[N:7]=[C:2]([N:13]2[CH2:18][CH2:17][O:16][CH2:15][CH2:14]2)[CH:3]=[CH:4][C:5]=1[N+:10]([O-:12])=[O:11], predict the reactants needed to synthesize it.